From a dataset of Catalyst prediction with 721,799 reactions and 888 catalyst types from USPTO. Predict which catalyst facilitates the given reaction. (1) Reactant: [N:1]1[NH:2]N=N[C:5]=1[C:6]1[N:11]=[C:10]([C:12]2[CH:17]=[CH:16][CH:15]=[C:14]([C:18]3[CH:23]=[CH:22][CH:21]=[CH:20][N:19]=3)[N:13]=2)[CH:9]=[CH:8][CH:7]=1.[C:24](Cl)(=[O:34])[C:25]1[CH:33]=[CH:32][CH:31]=[C:27]([C:28](Cl)=[O:29])[CH:26]=1.O. Product: [N:11]1[C:6]([C:5]2[O:34][C:24]([C:25]3[CH:33]=[CH:32][CH:31]=[C:27]([C:28]4[O:29][C:5]([C:6]5[N:11]=[C:10]([C:12]6[CH:17]=[CH:16][CH:15]=[C:14]([C:18]7[CH:23]=[CH:22][CH:21]=[CH:20][N:19]=7)[N:13]=6)[CH:9]=[CH:8][CH:7]=5)=[N:1][N:2]=4)[CH:26]=3)=[N:2][N:1]=2)=[CH:7][CH:8]=[CH:9][C:10]=1[C:12]1[CH:17]=[CH:16][CH:15]=[C:14]([C:18]2[CH:23]=[CH:22][CH:21]=[CH:20][N:19]=2)[N:13]=1. The catalyst class is: 17. (2) Reactant: C(OC(=O)[NH:7][CH:8]1[CH2:13][CH2:12][N:11]([C:14]2[CH:19]=[CH:18][C:17]([C:20]3[CH:25]=[C:24]([C:26](=[O:40])[NH:27][CH2:28][C:29]4[C:30](=[O:39])[NH:31][C:32]([CH3:38])=[CH:33][C:34]=4[CH2:35][CH2:36][CH3:37])[C:23]([CH3:41])=[C:22]([N:42]([CH2:49][CH3:50])[CH:43]4[CH2:48][CH2:47][O:46][CH2:45][CH2:44]4)[CH:21]=3)=[CH:16][N:15]=2)[CH2:10][CH2:9]1)(C)(C)C.C(O)(C(F)(F)F)=O. Product: [NH2:7][CH:8]1[CH2:9][CH2:10][N:11]([C:14]2[N:15]=[CH:16][C:17]([C:20]3[CH:21]=[C:22]([N:42]([CH2:49][CH3:50])[CH:43]4[CH2:44][CH2:45][O:46][CH2:47][CH2:48]4)[C:23]([CH3:41])=[C:24]([CH:25]=3)[C:26]([NH:27][CH2:28][C:29]3[C:30](=[O:39])[NH:31][C:32]([CH3:38])=[CH:33][C:34]=3[CH2:35][CH2:36][CH3:37])=[O:40])=[CH:18][CH:19]=2)[CH2:12][CH2:13]1. The catalyst class is: 2. (3) Reactant: [CH3:1][C@H:2]1[C:10]2[C:9]([C:11]3[CH2:16][CH2:15][N:14]([C:17]([O:19][C:20]([CH3:23])([CH3:22])[CH3:21])=[O:18])[CH2:13][CH:12]=3)=[N:8][CH:7]=[N:6][C:5]=2[CH2:4][CH2:3]1. Product: [CH3:1][C@H:2]1[C:10]2[C:9]([CH:11]3[CH2:12][CH2:13][N:14]([C:17]([O:19][C:20]([CH3:21])([CH3:23])[CH3:22])=[O:18])[CH2:15][CH2:16]3)=[N:8][CH:7]=[N:6][C:5]=2[CH2:4][CH2:3]1. The catalyst class is: 99. (4) Reactant: N1([C:7]2[C:8](=[O:13])[CH2:9][CH2:10][CH2:11][CH:12]=2)CCOCC1.[CH:14]([C:17]1[CH:23]=[CH:22][CH:21]=[C:20]([CH:24]([CH3:26])[CH3:25])[C:18]=1[NH2:19])([CH3:16])[CH3:15].O.C1(C)C=CC(S(O)(=O)=O)=CC=1. Product: [CH:24]([C:20]1[CH:21]=[CH:22][CH:23]=[C:17]([CH:14]([CH3:16])[CH3:15])[C:18]=1[NH:19][C:7]1[C:8](=[O:13])[CH2:9][CH2:10][CH2:11][CH:12]=1)([CH3:26])[CH3:25]. The catalyst class is: 11.